This data is from Catalyst prediction with 721,799 reactions and 888 catalyst types from USPTO. The task is: Predict which catalyst facilitates the given reaction. (1) Reactant: [CH:1]1([CH2:4][O:5][C:6]2[CH:14]=[CH:13][C:9]3[O:10][CH2:11][O:12][C:8]=3[C:7]=2[C:15]2[CH:20]=[CH:19][N:18]=[C:17]3[C:21]([C:33]([NH:35][CH:36]4[CH2:41][CH2:40][N:39]([C:42]([O:44][C:45]([CH3:48])([CH3:47])[CH3:46])=[O:43])[CH2:38][CH2:37]4)=[O:34])=[C:22]([CH3:32])[N:23](COCC[Si](C)(C)C)[C:16]=23)[CH2:3][CH2:2]1.O.O.O.[F-].C([N+](CCCC)(CCCC)CCCC)CCC.C(N)CN. Product: [CH:1]1([CH2:4][O:5][C:6]2[CH:14]=[CH:13][C:9]3[O:10][CH2:11][O:12][C:8]=3[C:7]=2[C:15]2[CH:20]=[CH:19][N:18]=[C:17]3[C:21]([C:33]([NH:35][CH:36]4[CH2:41][CH2:40][N:39]([C:42]([O:44][C:45]([CH3:48])([CH3:47])[CH3:46])=[O:43])[CH2:38][CH2:37]4)=[O:34])=[C:22]([CH3:32])[NH:23][C:16]=23)[CH2:3][CH2:2]1. The catalyst class is: 7. (2) Reactant: [CH2:1]([C:3]1[CH:4]=[C:5]([O:12][CH3:13])[C:6]([F:11])=[C:7]([CH:10]=1)[CH:8]=[O:9])[CH3:2].[C-:14]#[N:15].[K+].OS([O-])=O.[Na+]. Product: [CH2:1]([C:3]1[CH:4]=[C:5]([O:12][CH3:13])[C:6]([F:11])=[C:7]([CH:8]([OH:9])[C:14]#[N:15])[CH:10]=1)[CH3:2]. The catalyst class is: 84. (3) Reactant: [CH3:1][CH:2]([CH3:18])[CH2:3][N:4]1[C:16]2[C:15]3[N:14]=[CH:13][CH:12]=[CH:11][C:10]=3[N:9]=[C:8]([NH2:17])[C:7]=2[N:6]=[CH:5]1.[CH2:19]([S:21]([OH:24])(=[O:23])=[O:22])[CH3:20]. Product: [OH2:22].[CH2:19]([S:21]([OH:24])(=[O:23])=[O:22])[CH3:20].[CH3:1][CH:2]([CH3:18])[CH2:3][N:4]1[C:16]2[C:15]3[N:14]=[CH:13][CH:12]=[CH:11][C:10]=3[N:9]=[C:8]([NH2:17])[C:7]=2[N:6]=[CH:5]1. The catalyst class is: 69. (4) Reactant: [CH3:1][N:2]1[C:6](=[O:7])[C:5]2=[C:8]([C:12]3[CH:17]=[CH:16][C:15]([Br:18])=[CH:14][CH:13]=3)[O:9][C:10](=O)[C:4]2=[C:3]1[C:19]1[CH:24]=[CH:23][CH:22]=[CH:21][CH:20]=1.[NH2:25][C:26]1[CH:31]=[CH:30][CH:29]=[CH:28][CH:27]=1.C1CCC(N=C=NC2CCCCC2)CC1. Product: [CH3:1][N:2]1[C:3]([C:19]2[CH:24]=[CH:23][CH:22]=[CH:21][CH:20]=2)=[C:4]2[C:5](=[C:8]([C:12]3[CH:17]=[CH:16][C:15]([Br:18])=[CH:14][CH:13]=3)[N:25]([C:26]3[CH:31]=[CH:30][CH:29]=[CH:28][CH:27]=3)[C:10]2=[O:9])[C:6]1=[O:7]. The catalyst class is: 617. (5) Reactant: [C:1]([O:6][CH3:7])(=[O:5])[C:2]([CH3:4])=[CH2:3].C([O:12][CH2:13][CH2:14]CC)(=O)C=C.C=CC1C=CC=CC=1.C(OO)(C)(C)C. Product: [C:1]([O:6][CH2:7][CH:13]1[O:12][CH2:14]1)(=[O:5])[C:2]([CH3:4])=[CH2:3]. The catalyst class is: 6. (6) Reactant: [CH3:1][C:2]([C:5](=[N:10][NH:11][C:12](=[O:34])[C:13]1[CH:18]=[C:17]([N:19]2[C:24](=[O:25])[CH:23]=[C:22]([C:26]([F:29])([F:28])[F:27])[N:21]([CH3:30])[C:20]2=[O:31])[C:16]([F:32])=[CH:15][C:14]=1[Cl:33])[C:6]([CH3:9])([CH3:8])[CH3:7])([CH3:4])[CH3:3].CI.[C:37](=O)([O-])[O-].[K+].[K+]. Product: [CH3:4][C:2]([C:5](=[N:10][N:11]([CH3:37])[C:12](=[O:34])[C:13]1[CH:18]=[C:17]([N:19]2[C:24](=[O:25])[CH:23]=[C:22]([C:26]([F:29])([F:28])[F:27])[N:21]([CH3:30])[C:20]2=[O:31])[C:16]([F:32])=[CH:15][C:14]=1[Cl:33])[C:6]([CH3:7])([CH3:8])[CH3:9])([CH3:1])[CH3:3]. The catalyst class is: 10.